Dataset: Forward reaction prediction with 1.9M reactions from USPTO patents (1976-2016). Task: Predict the product of the given reaction. (1) Given the reactants [Cl:1][C:2]1[N:7]=[C:6]([NH:8][C:9]2[CH:18]=[CH:17][C:16]3[C:15]4[C:19]5[NH:26][CH2:25][C@@H:24]([CH3:27])[NH:23][C:22](=[O:28])[C:20]=5[S:21][C:14]=4[CH:13]=[CH:12][C:11]=3[N:10]=2)[C:5]([C:29]([NH:31]CC2C=CC(OC)=CC=2)=[O:30])=[CH:4][N:3]=1.FC(F)(F)C(O)=O.FC(F)(F)S(O)(=O)=O, predict the reaction product. The product is: [Cl:1][C:2]1[N:7]=[C:6]([NH:8][C:9]2[CH:18]=[CH:17][C:16]3[C:15]4[C:19]5[NH:26][CH2:25][C@@H:24]([CH3:27])[NH:23][C:22](=[O:28])[C:20]=5[S:21][C:14]=4[CH:13]=[CH:12][C:11]=3[N:10]=2)[C:5]([C:29]([NH2:31])=[O:30])=[CH:4][N:3]=1. (2) Given the reactants C([O:3][C:4]([C:6]1[N:11]=[CH:10][C:9]2[N:12]([CH2:15][C:16]3[CH:21]=[CH:20][C:19]([O:22][CH3:23])=[CH:18][CH:17]=3)[CH:13]=[N:14][C:8]=2[CH:7]=1)=[CH2:5])C.Cl.N, predict the reaction product. The product is: [CH3:23][O:22][C:19]1[CH:20]=[CH:21][C:16]([CH2:15][N:12]2[C:9]3[CH:10]=[N:11][C:6]([C:4](=[O:3])[CH3:5])=[CH:7][C:8]=3[N:14]=[CH:13]2)=[CH:17][CH:18]=1. (3) Given the reactants C[N:2]([CH:4]=[C:5]1[CH2:11][CH2:10][CH2:9][C:8]2[CH:12]=[C:13]([N:17]3[CH2:21][C@H:20]([CH2:22][NH:23][C:24](=[O:26])[CH3:25])[O:19][C:18]3=[O:27])[C:14]([F:16])=[CH:15][C:7]=2[C:6]1=[O:28])C.NOS(O)(=O)=O, predict the reaction product. The product is: [F:16][C:14]1[C:13]([N:17]2[CH2:21][C@H:20]([CH2:22][NH:23][C:24](=[O:26])[CH3:25])[O:19][C:18]2=[O:27])=[CH:12][C:8]2[CH2:9][CH2:10][CH2:11][C:5]3[CH:4]=[N:2][O:28][C:6]=3[C:7]=2[CH:15]=1. (4) Given the reactants [Si:1](Cl)([C:4]([CH3:7])([CH3:6])[CH3:5])([CH3:3])[CH3:2].C1(S([C:18]([F:21])([F:20])[F:19])(=O)=O)C=CC=CC=1, predict the reaction product. The product is: [F:21][C:18]([Si:1]([C:4]([CH3:7])([CH3:6])[CH3:5])([CH3:3])[CH3:2])([F:19])[F:20].